The task is: Predict the reactants needed to synthesize the given product.. This data is from Full USPTO retrosynthesis dataset with 1.9M reactions from patents (1976-2016). (1) Given the product [C:49]([O:48][C:47]([NH:46][C@H:41]1[CH2:42][C@@H:43]([CH3:45])[CH2:44][N:39]([C:38]2[CH:37]=[CH:36][N:35]=[CH:34][C:33]=2[NH:32][C:29]([C:13]2[C:12]([NH:11][C:9](=[O:10])[O:8][CH2:1][C:2]3[CH:3]=[CH:4][CH:5]=[CH:6][CH:7]=3)=[CH:21][C:20]3[C:15](=[CH:16][C:17]([N:22]4[CH2:27][CH2:26][N:25]([CH3:28])[CH2:24][CH2:23]4)=[CH:18][CH:19]=3)[N:14]=2)=[O:30])[CH2:40]1)=[O:53])([CH3:50])([CH3:51])[CH3:52], predict the reactants needed to synthesize it. The reactants are: [CH2:1]([O:8][C:9]([NH:11][C:12]1[C:13]([C:29](O)=[O:30])=[N:14][C:15]2[C:20]([CH:21]=1)=[CH:19][CH:18]=[C:17]([N:22]1[CH2:27][CH2:26][N:25]([CH3:28])[CH2:24][CH2:23]1)[CH:16]=2)=[O:10])[C:2]1[CH:7]=[CH:6][CH:5]=[CH:4][CH:3]=1.[NH2:32][C:33]1[CH:34]=[N:35][CH:36]=[CH:37][C:38]=1[N:39]1[CH2:44][C@H:43]([CH3:45])[CH2:42][C@H:41]([NH:46][C:47](=[O:53])[O:48][C:49]([CH3:52])([CH3:51])[CH3:50])[CH2:40]1.CN(C(ON1N=NC2C=CC=NC1=2)=[N+](C)C)C.F[P-](F)(F)(F)(F)F.CCN(C(C)C)C(C)C. (2) The reactants are: [Cl:1][C:2]1[CH:3]=[C:4]2[C:10]3([CH2:14][CH2:13][N:12]([C:15]([O:17][C:18]([CH3:21])([CH3:20])[CH3:19])=[O:16])[CH2:11]3)[CH2:9][N:8]([C:22]3[C:23]4[C@H:30]([CH3:31])[CH2:29][C@@H:28]([O:32]C(=O)C5C=CC([N+]([O-])=O)=CC=5)[C:24]=4[N:25]=[CH:26][N:27]=3)[C:5]2=[CH:6][CH:7]=1.C(OC(C)(C)C)=O. Given the product [Cl:1][C:2]1[CH:3]=[C:4]2[C:10]3([CH2:14][CH2:13][N:12]([C:15]([O:17][C:18]([CH3:21])([CH3:19])[CH3:20])=[O:16])[CH2:11]3)[CH2:9][N:8]([C:22]3[C:23]4[C@H:30]([CH3:31])[CH2:29][C@@H:28]([OH:32])[C:24]=4[N:25]=[CH:26][N:27]=3)[C:5]2=[CH:6][CH:7]=1, predict the reactants needed to synthesize it.